From a dataset of Full USPTO retrosynthesis dataset with 1.9M reactions from patents (1976-2016). Predict the reactants needed to synthesize the given product. (1) Given the product [NH2:1][C:2]1[N:3]=[C:4]([NH2:14])[C:5]2[C:11]([CH3:12])=[CH:10][C:9]([Cl:22])=[N:8][C:6]=2[N:7]=1, predict the reactants needed to synthesize it. The reactants are: [NH2:1][C:2]1[N:3]=[C:4]([NH2:14])[C:5]2[C:11]([CH3:12])=[CH:10][C:9](=O)[NH:8][C:6]=2[N:7]=1.CN(C=O)C.S(Cl)([Cl:22])=O. (2) Given the product [CH3:20][N:19]1[C:15]([C:12]2[CH:13]=[CH:14][C:9]([OH:8])=[CH:10][CH:11]=2)=[N:16][N:17]=[N:18]1, predict the reactants needed to synthesize it. The reactants are: C([O:8][C:9]1[CH:14]=[CH:13][C:12]([C:15]2[N:19]([CH3:20])[N:18]=[N:17][N:16]=2)=[CH:11][CH:10]=1)C1C=CC=CC=1.C(O)=O. (3) The reactants are: C(OC(=O)[NH:7][C:8]1([CH2:16][CH2:17][C:18]2[CH:23]=[CH:22][C:21]([O:24][CH2:25][CH2:26][CH2:27][C:28]3[CH:33]=[CH:32][C:31]([S:34][CH3:35])=[CH:30][CH:29]=3)=[C:20]([C:36]([F:39])([F:38])[F:37])[CH:19]=2)[CH2:13][O:12]C(C)(C)[O:10][CH2:9]1)(C)(C)C.[ClH:41]. Given the product [ClH:41].[NH2:7][C:8]([CH2:16][CH2:17][C:18]1[CH:23]=[CH:22][C:21]([O:24][CH2:25][CH2:26][CH2:27][C:28]2[CH:29]=[CH:30][C:31]([S:34][CH3:35])=[CH:32][CH:33]=2)=[C:20]([C:36]([F:39])([F:37])[F:38])[CH:19]=1)([CH2:13][OH:12])[CH2:9][OH:10], predict the reactants needed to synthesize it. (4) Given the product [OH:3][C:4]1[CH:5]=[C:6]2[C:11](=[CH:12][CH:13]=1)[N:10]=[C:9]([C:14]([OH:16])=[O:15])[CH:8]=[CH:7]2, predict the reactants needed to synthesize it. The reactants are: [OH-].[Li+].[OH:3][C:4]1[CH:5]=[C:6]2[C:11](=[CH:12][CH:13]=1)[N:10]=[C:9]([C:14]([O:16]C)=[O:15])[CH:8]=[CH:7]2.O1CCCC1. (5) Given the product [Cl:1][C:2]1[CH:3]=[C:4]([CH3:9])[C:5]([NH2:8])=[C:6]([I:10])[CH:7]=1, predict the reactants needed to synthesize it. The reactants are: [Cl:1][C:2]1[CH:7]=[CH:6][C:5]([NH2:8])=[C:4]([CH3:9])[CH:3]=1.[I:10]N1C(=O)CCC1=O. (6) Given the product [F:2][C:3]1[CH:8]=[C:7]2[C:6](=[CH:5][CH:4]=1)[NH:9][CH:16]=[C:15]2[CH2:14][CH2:13][CH2:12][OH:11], predict the reactants needed to synthesize it. The reactants are: Cl.[F:2][C:3]1[CH:8]=[CH:7][C:6]([NH:9]N)=[CH:5][CH:4]=1.[O:11]1[CH:16]=[CH:15][CH2:14][CH2:13][CH2:12]1.S(=O)(=O)(O)O. (7) The reactants are: FC(F)(F)C(O)=O.[O:8]1[CH2:13][CH2:12][N:11]([CH2:14][CH2:15][CH2:16][NH:17][C:18]([CH:20]2[CH2:25][CH2:24][N:23](C(OC(C)(C)C)=O)[CH2:22][CH2:21]2)=[O:19])[CH2:10][CH2:9]1. Given the product [O:8]1[CH2:9][CH2:10][N:11]([CH2:14][CH2:15][CH2:16][NH:17][C:18]([CH:20]2[CH2:21][CH2:22][NH:23][CH2:24][CH2:25]2)=[O:19])[CH2:12][CH2:13]1, predict the reactants needed to synthesize it. (8) Given the product [CH3:26][O:27][C:28]1[C:29]([O:51][CH3:52])=[CH:30][C:31]2[N:37]([CH2:38][CH2:39][CH3:40])[C:36](=[O:41])[CH2:35][N:34]=[C:33]([C:42]3[CH:43]=[C:44]([CH:47]=[CH:48][CH:49]=3)[C:45]([NH2:46])=[O:2])[C:32]=2[CH:50]=1, predict the reactants needed to synthesize it. The reactants are: C[O:2]C1C(OC)=CC2N(C)C(=O)CN=C(C3C=C(C=CC=3)C#N)C=2C=1.[CH3:26][O:27][C:28]1[C:29]([O:51][CH3:52])=[CH:30][C:31]2[N:37]([CH2:38][CH2:39][CH3:40])[C:36](=[O:41])[CH2:35][N:34]=[C:33]([C:42]3[CH:43]=[C:44]([CH:47]=[CH:48][CH:49]=3)[C:45]#[N:46])[C:32]=2[CH:50]=1. (9) Given the product [OH:1][C:2]1[C:3]([C:8]([O:10][CH2:11][CH3:12])=[O:9])=[N:4][CH:5]=[CH:6][CH:7]=1, predict the reactants needed to synthesize it. The reactants are: [OH:1][C:2]1[C:3]([C:8]([OH:10])=[O:9])=[N:4][CH:5]=[CH:6][CH:7]=1.[CH2:11](O)[CH3:12].S(=O)(=O)(O)O.